Dataset: Catalyst prediction with 721,799 reactions and 888 catalyst types from USPTO. Task: Predict which catalyst facilitates the given reaction. (1) Reactant: [C:1]([O:4][C@H:5]1[C@@H:18]([O:19][C:20](=[O:22])[CH3:21])[C@H:17]([O:23][C:24](=[O:26])[CH3:25])[C@@H:16]([CH2:27][O:28][C:29](=[O:31])[CH3:30])[O:15][C@@H:6]1[O:7][C:8]1[CH:13]=[CH:12][CH:11]=[C:10](Br)[CH:9]=1)(=[O:3])[CH3:2].[CH3:32][O:33][C:34]([C:36]1[CH:41]=[CH:40][C:39](B(O)O)=[CH:38][CH:37]=1)=[O:35].C(=O)([O-])[O-].[Cs+].[Cs+].C(O[C@H]1[C@@H](OC(=O)C)[C@H](OC(=O)C)[C@@H](COC(=O)C)O[C@@H]1OC1C=CC(C2C=CC(C(OC)=O)=CC=2)=CC=1Cl)(=O)C. Product: [C:1]([O:4][C@H:5]1[C@@H:18]([O:19][C:20](=[O:22])[CH3:21])[C@H:17]([O:23][C:24](=[O:26])[CH3:25])[C@@H:16]([CH2:27][O:28][C:29](=[O:31])[CH3:30])[O:15][C@@H:6]1[O:7][C:8]1[CH:9]=[C:10]([C:39]2[CH:40]=[CH:41][C:36]([C:34]([O:33][CH3:32])=[O:35])=[CH:37][CH:38]=2)[CH:11]=[CH:12][CH:13]=1)(=[O:3])[CH3:2]. The catalyst class is: 77. (2) Reactant: [CH3:1][C:2]1([NH:17][C:18](=[O:24])[O:19][C:20]([CH3:23])([CH3:22])[CH3:21])[CH2:7][CH2:6][N:5]([C:8]2[C:9]([N+:14]([O-])=O)=[N:10][CH:11]=[CH:12][CH:13]=2)[CH2:4][CH2:3]1. Product: [NH2:14][C:9]1[C:8]([N:5]2[CH2:6][CH2:7][C:2]([NH:17][C:18](=[O:24])[O:19][C:20]([CH3:23])([CH3:22])[CH3:21])([CH3:1])[CH2:3][CH2:4]2)=[CH:13][CH:12]=[CH:11][N:10]=1. The catalyst class is: 29.